This data is from Full USPTO retrosynthesis dataset with 1.9M reactions from patents (1976-2016). The task is: Predict the reactants needed to synthesize the given product. (1) The reactants are: [CH3:1][O:2][C:3]1[CH:41]=[CH:40][C:6]([CH2:7][N:8]2[C:12]3=[N:13][CH:14]=[CH:15][C:16]([O:17][C:18]4[CH:23]=[CH:22][C:21]([NH2:24])=[CH:20][C:19]=4[F:25])=[C:11]3[C:10]([N:26]3[CH2:32][CH2:31][CH2:30][N:29]([C:33]([O:35][C:36]([CH3:39])([CH3:38])[CH3:37])=[O:34])[CH2:28][CH2:27]3)=[N:9]2)=[CH:5][CH:4]=1.[F:42][C:43]1[CH:48]=[CH:47][C:46]([N:49]2[C:54](=[O:55])[C:53]([C:56](O)=[O:57])=[CH:52][CH:51]=[N:50]2)=[CH:45][CH:44]=1.Cl.C(N=C=NCCCN(C)C)C.N1(O)C2C=CC=CC=2N=N1.C(N(C(C)C)C(C)C)C. Given the product [F:25][C:19]1[CH:20]=[C:21]([NH:24][C:56]([C:53]2[C:54](=[O:55])[N:49]([C:46]3[CH:47]=[CH:48][C:43]([F:42])=[CH:44][CH:45]=3)[N:50]=[CH:51][CH:52]=2)=[O:57])[CH:22]=[CH:23][C:18]=1[O:17][C:16]1[CH:15]=[CH:14][N:13]=[C:12]2[N:8]([CH2:7][C:6]3[CH:5]=[CH:4][C:3]([O:2][CH3:1])=[CH:41][CH:40]=3)[N:9]=[C:10]([N:26]3[CH2:32][CH2:31][CH2:30][N:29]([C:33]([O:35][C:36]([CH3:38])([CH3:37])[CH3:39])=[O:34])[CH2:28][CH2:27]3)[C:11]=12, predict the reactants needed to synthesize it. (2) Given the product [OH:18][C:19]1[NH:20][C:21]2[C:26]([C:27]=1[C:2]1[CH:3]=[CH:4][C:5]([S:8]([N:11]3[CH2:16][CH2:15][N:14]([CH3:17])[CH2:13][CH2:12]3)(=[O:10])=[O:9])=[CH:6][N:7]=1)=[CH:25][C:24]([C:28]([O:30][CH3:31])=[O:29])=[CH:23][CH:22]=2, predict the reactants needed to synthesize it. The reactants are: Cl[C:2]1[N:7]=[CH:6][C:5]([S:8]([N:11]2[CH2:16][CH2:15][N:14]([CH3:17])[CH2:13][CH2:12]2)(=[O:10])=[O:9])=[CH:4][CH:3]=1.[O:18]=[C:19]1[CH2:27][C:26]2[C:21](=[CH:22][CH:23]=[C:24]([C:28]([O:30][CH3:31])=[O:29])[CH:25]=2)[NH:20]1. (3) The reactants are: Br[C:2]1[N:6]2[C:7](=[O:22])[CH:8]=[C:9]([CH2:11][N:12]([CH2:20][CH3:21])[C:13]3[CH:18]=[CH:17][C:16]([F:19])=[CH:15][CH:14]=3)[N:10]=[C:5]2[S:4][C:3]=1[CH3:23].C([Li])CCC.[CH:29](OCC)=[O:30]. Given the product [CH2:20]([N:12]([CH2:11][C:9]1[N:10]=[C:5]2[S:4][C:3]([CH3:23])=[C:2]([CH:29]=[O:30])[N:6]2[C:7](=[O:22])[CH:8]=1)[C:13]1[CH:18]=[CH:17][C:16]([F:19])=[CH:15][CH:14]=1)[CH3:21], predict the reactants needed to synthesize it. (4) Given the product [C:4]([CH:3]([C:2](=[O:7])[CH3:1])[CH2:9][C:10]([O:12][CH2:13][CH3:14])=[O:11])(=[O:6])[CH3:5], predict the reactants needed to synthesize it. The reactants are: [CH3:1][C:2](=[O:7])[CH2:3][C:4](=[O:6])[CH3:5].Br[CH2:9][C:10]([O:12][CH2:13][CH3:14])=[O:11].C(=O)([O-])[O-].[K+].[K+].C(=O)([O-])[O-].[Cs+].[Cs+]. (5) Given the product [NH2:26][C:27]1[N:28]=[C:29]([NH:34][CH2:35][CH2:36][NH:37][C:2]2[C:3]3[N:4]([N:16]=[CH:17][N:18]=3)[CH:5]=[C:6]([C:8]3[CH:13]=[CH:12][C:11]([Cl:14])=[CH:10][C:9]=3[Cl:15])[N:7]=2)[S:30][C:31]=1[C:32]#[N:33], predict the reactants needed to synthesize it. The reactants are: Cl[C:2]1[C:3]2[N:4]([N:16]=[CH:17][N:18]=2)[CH:5]=[C:6]([C:8]2[CH:13]=[CH:12][C:11]([Cl:14])=[CH:10][C:9]=2[Cl:15])[N:7]=1.FC(F)(F)C(O)=O.[NH2:26][C:27]1[N:28]=[C:29]([NH:34][CH2:35][CH2:36][NH2:37])[S:30][C:31]=1[C:32]#[N:33].C(N(CC)C(C)C)(C)C.